This data is from Reaction yield outcomes from USPTO patents with 853,638 reactions. The task is: Predict the reaction yield, written as a fraction of the theoretical maximum amount of product (1.0 means a 100% yield; for example, 0.34 means a 34% yield). The reactants are [NH2:1][C:2]1[CH:7]=[CH:6][C:5]([S:8]([CH3:16])(=[N:10][C:11](=O)[CH2:12][O:13][CH3:14])=[O:9])=[CH:4][CH:3]=1. The catalyst is O1CCCC1. The product is [NH2:1][C:2]1[CH:3]=[CH:4][C:5]([S:8]([CH3:16])(=[N:10][CH2:11][CH2:12][O:13][CH3:14])=[O:9])=[CH:6][CH:7]=1. The yield is 0.820.